Dataset: Catalyst prediction with 721,799 reactions and 888 catalyst types from USPTO. Task: Predict which catalyst facilitates the given reaction. Reactant: Cl.[CH2:2]([N:9]([CH2:17][CH:18]1[CH2:23][CH2:22][NH:21][CH2:20][CH2:19]1)[C:10]1[CH:15]=[CH:14][C:13]([Br:16])=[CH:12][CH:11]=1)[C:3]1[CH:8]=[CH:7][CH:6]=[CH:5][CH:4]=1.C([O-])([O-])=O.[K+].[K+].[O:30]1[C:32]([CH3:34])([CH3:33])[CH2:31]1.O. Product: [CH2:2]([N:9]([CH2:17][CH:18]1[CH2:19][CH2:20][N:21]([CH2:31][C:32]([CH3:34])([OH:30])[CH3:33])[CH2:22][CH2:23]1)[C:10]1[CH:15]=[CH:14][C:13]([Br:16])=[CH:12][CH:11]=1)[C:3]1[CH:4]=[CH:5][CH:6]=[CH:7][CH:8]=1. The catalyst class is: 14.